From a dataset of Experimentally validated miRNA-target interactions with 360,000+ pairs, plus equal number of negative samples. Binary Classification. Given a miRNA mature sequence and a target amino acid sequence, predict their likelihood of interaction. The miRNA is mmu-miR-1967 with sequence UGAGGAUCCUGGGGAGAAGAUGC. The protein sequence of the target gene is MAFARRLLRGPLSGPLLGRRGVCAGAMAPPRRFVLELPDCTLAHFALGADAPGDADAPDPRLAALLGPPERSYSLCVPVTPDAGCGARVRAARLHQRLLHQLRRGPFQRCQLLRLLCYCPGGQAGGAQQGFLLRDPLDDPDTRQALLELLGACQEAPRPHLGEFEADPRGQLWQRLWEVQDGRRLQVGCAQVVPVPEPPLHPVVPDLPSSVVFPDREAARAVLEECTSFIPEARAVLDLVDQCPKQIQKGKFQVVAIEGLDATGKTTVTQSVADSLKAVLLKSPPSCIGQWRKIFDDEPT.... Result: 0 (no interaction).